From a dataset of Reaction yield outcomes from USPTO patents with 853,638 reactions. Predict the reaction yield, written as a fraction of the theoretical maximum amount of product (1.0 means a 100% yield; for example, 0.34 means a 34% yield). (1) The reactants are CC1OC(=O)O[C:3]=1[CH2:8][O:9][C:10](=[O:29])[C@H:11]([OH:28])[CH2:12][C@H:13]([NH2:27])[CH2:14][C:15]1[CH:20]=[CH:19][C:18]([C:21]2[CH:26]=[CH:25][CH:24]=[CH:23][CH:22]=2)=[CH:17][CH:16]=1.OC1C=C(C(O)=O)ON=1.CCN(C(C)C)C(C)C. The catalyst is CN(C=O)C. The product is [CH2:8]([O:9][C:10](=[O:29])[C@H:11]([OH:28])[CH2:12][C@H:13]([NH2:27])[CH2:14][C:15]1[CH:16]=[CH:17][C:18]([C:21]2[CH:22]=[CH:23][CH:24]=[CH:25][CH:26]=2)=[CH:19][CH:20]=1)[CH3:3]. The yield is 0.980. (2) The catalyst is ClCCl. The product is [F:50][C:38]([F:37])([S:46]([O-:49])(=[O:48])=[O:47])[CH2:39][O:40][C:41](=[O:45])[C:42]([CH3:44])=[CH2:43].[CH3:23][C:7]1[CH:6]=[C:5]([S+:24]2[C:28]3[CH:29]=[CH:30][CH:31]=[CH:32][C:27]=3[C:26]3[CH:33]=[CH:34][CH:35]=[CH:36][C:25]2=3)[CH:4]=[C:3]([CH3:2])[C:8]=1[O:9][CH2:10][C:11](=[O:22])[O:12][C:13]([C:16]1[CH:17]=[CH:18][CH:19]=[CH:20][CH:21]=1)([CH3:15])[CH3:14]. The reactants are [Br-].[CH3:2][C:3]1[CH:4]=[C:5]([S+:24]2[C:28]3[CH:29]=[CH:30][CH:31]=[CH:32][C:27]=3[C:26]3[CH:33]=[CH:34][CH:35]=[CH:36][C:25]2=3)[CH:6]=[C:7]([CH3:23])[C:8]=1[O:9][CH2:10][C:11](=[O:22])[O:12][C:13]([C:16]1[CH:21]=[CH:20][CH:19]=[CH:18][CH:17]=1)([CH3:15])[CH3:14].[F:37][C:38]([F:50])([S:46]([O-:49])(=[O:48])=[O:47])[CH2:39][O:40][C:41](=[O:45])[C:42]([CH3:44])=[CH2:43].C([NH+](CC)CC)C.O. The yield is 0.800. (3) The reactants are [CH2:1]([N:3]1[CH:7]=[C:6]([NH:8][C:9]2[N:14]=[CH:13][C:12]([O:15][CH2:16][C:17]3[CH:18]=[C:19]([CH:24]=[C:25]([O:28][CH3:29])[C:26]=3[F:27])[C:20]([O:22]C)=O)=[CH:11][N:10]=2)[CH:5]=[N:4]1)[CH3:2].[OH-].[Na+].Cl.CN.[CH3:35][N:36](C(ON1N=NC2C=CC=NC1=2)=[N+](C)C)C.F[P-](F)(F)(F)(F)F.CCN(C(C)C)C(C)C. The catalyst is CO.CN(C=O)C. The product is [CH2:1]([N:3]1[CH:7]=[C:6]([NH:8][C:9]2[N:14]=[CH:13][C:12]([O:15][CH2:16][C:17]3[CH:18]=[C:19]([CH:24]=[C:25]([O:28][CH3:29])[C:26]=3[F:27])[C:20]([NH:36][CH3:35])=[O:22])=[CH:11][N:10]=2)[CH:5]=[N:4]1)[CH3:2]. The yield is 0.591. (4) The reactants are [Si]([O:8][CH:9]1[CH2:14][CH2:13][N:12]([C:15]2[CH:24]=[C:23]([C:25]([NH:27][C:28]3[C:29]([CH3:39])=[C:30]([CH:35]=[CH:36][C:37]=3[CH3:38])[C:31]([O:33][CH3:34])=[O:32])=[O:26])[C:22]3[C:17](=[CH:18][CH:19]=[CH:20][CH:21]=3)[N:16]=2)[CH2:11][CH2:10]1)(C(C)(C)C)(C)C.[N+](CCCC)(CCCC)(CCCC)CCCC.[F-]. The catalyst is C1COCC1. The product is [OH:8][CH:9]1[CH2:14][CH2:13][N:12]([C:15]2[CH:24]=[C:23]([C:25]([NH:27][C:28]3[C:29]([CH3:39])=[C:30]([CH:35]=[CH:36][C:37]=3[CH3:38])[C:31]([O:33][CH3:34])=[O:32])=[O:26])[C:22]3[C:17](=[CH:18][CH:19]=[CH:20][CH:21]=3)[N:16]=2)[CH2:11][CH2:10]1. The yield is 0.270. (5) The yield is 0.930. The reactants are [CH2:1]([O:3][CH:4]([NH:9][C:10]1[CH:15]=[CH:14][C:13]([O:16][C:17]2[CH:22]=[CH:21][N:20]=[C:19]3[CH:23]=[C:24]([C:26]4[CH:31]=[CH:30][C:29]([CH2:32][NH:33][CH2:34][CH2:35][O:36][CH3:37])=[CH:28][N:27]=4)[S:25][C:18]=23)=[C:12]([F:38])[CH:11]=1)[C:5]([F:8])([F:7])[F:6])[CH3:2].[CH3:39][C:40]([O:43][C:44](O[C:44]([O:43][C:40]([CH3:42])([CH3:41])[CH3:39])=[O:45])=[O:45])([CH3:42])[CH3:41]. The product is [CH2:1]([O:3][CH:4]([NH:9][C:10]1[CH:15]=[CH:14][C:13]([O:16][C:17]2[CH:22]=[CH:21][N:20]=[C:19]3[CH:23]=[C:24]([C:26]4[N:27]=[CH:28][C:29]([CH2:32][N:33]([CH2:34][CH2:35][O:36][CH3:37])[C:44](=[O:45])[O:43][C:40]([CH3:42])([CH3:41])[CH3:39])=[CH:30][CH:31]=4)[S:25][C:18]=23)=[C:12]([F:38])[CH:11]=1)[C:5]([F:7])([F:6])[F:8])[CH3:2]. The catalyst is CN(C1C=CN=CC=1)C.C(Cl)Cl.